From a dataset of Peptide-MHC class II binding affinity with 134,281 pairs from IEDB. Regression. Given a peptide amino acid sequence and an MHC pseudo amino acid sequence, predict their binding affinity value. This is MHC class II binding data. (1) The peptide sequence is SYIAEMETESWIVDR. The MHC is DRB1_1101 with pseudo-sequence DRB1_1101. The binding affinity (normalized) is 0.159. (2) The peptide sequence is EEDIEKIPIQEEEY. The MHC is HLA-DQA10501-DQB10301 with pseudo-sequence HLA-DQA10501-DQB10301. The binding affinity (normalized) is 0.0228. (3) The peptide sequence is GAQLGELYYAIYKAS. The MHC is DRB1_0101 with pseudo-sequence DRB1_0101. The binding affinity (normalized) is 0.598. (4) The peptide sequence is KVLIELEPPFGDSYIVV. The MHC is DRB4_0101 with pseudo-sequence DRB4_0103. The binding affinity (normalized) is 0.220. (5) The peptide sequence is IEDLLFNKVTLADAG. The MHC is DRB1_0101 with pseudo-sequence DRB1_0101. The binding affinity (normalized) is 0.504. (6) The peptide sequence is RKVCYNAVLTHVKIN. The MHC is DRB1_0802 with pseudo-sequence DRB1_0802. The binding affinity (normalized) is 0.303. (7) The peptide sequence is DVLREPHLYTFSFRN. The MHC is HLA-DQA10102-DQB10602 with pseudo-sequence HLA-DQA10102-DQB10602. The binding affinity (normalized) is 0.0409. (8) The peptide sequence is AALHPFALLLVLAGWK. The MHC is DRB1_1301 with pseudo-sequence DRB1_1301. The binding affinity (normalized) is 0.738.